Dataset: Drug-target binding data from BindingDB using IC50 measurements. Task: Regression. Given a target protein amino acid sequence and a drug SMILES string, predict the binding affinity score between them. We predict pIC50 (pIC50 = -log10(IC50 in M); higher means more potent). Dataset: bindingdb_ic50. The compound is OC[C@H]1NC[C@H](O)[C@@H](O)[C@@H]1O. The target protein sequence is MFRVPLCMLLPLLALLQLLGAAHSFYNVSQRTFELDYKRDRFLKDGQPFRYISGSIHYFRIPRFYWEDRLLKMKMAGLDAIQTYVPWNFHEPQPGQYDFSGDRDVEHFIQLAHQLGLLVILRPGPYICAEWDMGGLPAWLLEKESIVLRSSDPDYLAAVDKWLAVLLPKMKRLLYQNGGPIITVQVENEYGSYFACDYNYLRFLEHRFRYHLGNDIILFTTDGAAEKLLKCGTLQDLYATVDFGTTGNITRAFLIQRNFEPKGPLINSEFYTGWLDHWGQPHSKVNTKKLVASLYNLLAYGASVNLYMFIGGTNFAYWNGANMPYAPQPTSYDYDAPLSEAGDLTEKYFAVRDVIRKFKEVPEGPIPPSTPKFAYGKVALRKFKTVTEALGILCPNGPVKSLYPLTFTQVKQYFGYVLYRTTLPQDCSNPKPIFSSPINGVRDRAYVSVDGVPQGILDRNRMNVLNIRGKAGATLDILVENMGRVNYGNSIKDFKGLISN.... The pIC50 is 3.3.